Task: Predict the product of the given reaction.. Dataset: Forward reaction prediction with 1.9M reactions from USPTO patents (1976-2016) (1) Given the reactants [N+:1]([C:4]1[C:5](O)=[N:6][CH:7]=[C:8]([C:10]([F:13])([F:12])[F:11])[CH:9]=1)([O-:3])=[O:2].P(Cl)(Cl)([Cl:17])=O.O, predict the reaction product. The product is: [Cl:17][C:5]1[C:4]([N+:1]([O-:3])=[O:2])=[CH:9][C:8]([C:10]([F:13])([F:12])[F:11])=[CH:7][N:6]=1. (2) Given the reactants [Cl:1][C:2]1[CH:7]=[CH:6][C:5]([C:8]2([CH3:37])[C:12]([C:14]3[CH:19]=[CH:18][C:17]([Cl:20])=[CH:16][CH:15]=3)([CH3:13])[N:11]([C:21](Cl)=[O:22])[C:10]([C:24]3[CH:29]=[CH:28][C:27]([C:30]([OH:33])([CH3:32])[CH3:31])=[CH:26][C:25]=3[O:34][CH2:35][CH3:36])=[N:9]2)=[CH:4][CH:3]=1.Cl.Cl.[O:40]=[S:41]1(=[O:53])[CH2:46][CH2:45][CH:44]([N:47]2[CH2:52][CH2:51][NH:50][CH2:49][CH2:48]2)[CH2:43][CH2:42]1, predict the reaction product. The product is: [Cl:1][C:2]1[CH:7]=[CH:6][C:5]([C@@:8]2([CH3:37])[C@:12]([C:14]3[CH:15]=[CH:16][C:17]([Cl:20])=[CH:18][CH:19]=3)([CH3:13])[N:11]([C:21]([N:50]3[CH2:51][CH2:52][N:47]([CH:44]4[CH2:43][CH2:42][S:41](=[O:40])(=[O:53])[CH2:46][CH2:45]4)[CH2:48][CH2:49]3)=[O:22])[C:10]([C:24]3[CH:29]=[CH:28][C:27]([C:30]([OH:33])([CH3:31])[CH3:32])=[CH:26][C:25]=3[O:34][CH2:35][CH3:36])=[N:9]2)=[CH:4][CH:3]=1. (3) Given the reactants [CH2:1]([O:8][C:9]([N:11]1[CH2:16][C:15]([CH2:17][CH2:18]OS(C)(=O)=O)=[CH:14][CH2:13][CH2:12]1)=[O:10])[C:2]1[CH:7]=[CH:6][CH:5]=[CH:4][CH:3]=1.[N-:24]=[N+:25]=[N-:26].[Na+], predict the reaction product. The product is: [CH2:1]([O:8][C:9]([N:11]1[CH2:16][C:15]([CH2:17][CH2:18][N:24]=[N+:25]=[N-:26])=[CH:14][CH2:13][CH2:12]1)=[O:10])[C:2]1[CH:7]=[CH:6][CH:5]=[CH:4][CH:3]=1.